This data is from Full USPTO retrosynthesis dataset with 1.9M reactions from patents (1976-2016). The task is: Predict the reactants needed to synthesize the given product. Given the product [CH3:32][C@H:28]1[CH2:29][CH2:30][CH2:31][N:27]1[CH:24]1[CH2:25][CH2:26][NH:21][CH2:22][CH2:23]1, predict the reactants needed to synthesize it. The reactants are: Cl.Cl.C[C@H]1CCCN1[C@@H]1CCNC1.C([N:21]1[CH2:26][CH2:25][CH:24]([N:27]2[CH2:31][CH2:30][CH2:29][C@@H:28]2[CH3:32])[CH2:23][CH2:22]1)(OC(C)(C)C)=O.S(C1C=CC(C)=CC=1)([O-])(=O)=O.C[C@H]1CCCN1.